From a dataset of Catalyst prediction with 721,799 reactions and 888 catalyst types from USPTO. Predict which catalyst facilitates the given reaction. (1) Reactant: [NH2:1][C:2]1[CH:3]=[CH:4][C:5]([O:23][CH3:24])=[C:6]([NH:8][C:9]([NH:11][C:12](=[O:22])[C:13]2[CH:18]=[C:17]([F:19])[C:16]([F:20])=[CH:15][C:14]=2[Cl:21])=[O:10])[CH:7]=1.[CH3:25][N:26]=[C:27]=[O:28]. Product: [Cl:21][C:14]1[CH:15]=[C:16]([F:20])[C:17]([F:19])=[CH:18][C:13]=1[C:12]([NH:11][C:9](=[O:10])[NH:8][C:6]1[CH:7]=[C:2]([NH:1][C:27]([NH:26][CH3:25])=[O:28])[CH:3]=[CH:4][C:5]=1[O:23][CH3:24])=[O:22]. The catalyst class is: 10. (2) Reactant: OC(C(F)(F)F)=O.[CH3:8][N:9]1[CH:13]([C:14]([OH:16])=O)[CH2:12][N:11]([C:17]2[CH:18]=[N:19][C:20]([O:23][CH3:24])=[CH:21][CH:22]=2)[C:10]1=[O:25].C(N1CCOCC1)C.O.ON1C2C=CC=CC=2N=N1.Cl.C(N=C=NCCCN(C)C)C.[Cl:57][C:58]1[CH:63]=[C:62]([Cl:64])[CH:61]=[CH:60][C:59]=1[CH2:65][NH2:66]. Product: [Cl:57][C:58]1[CH:63]=[C:62]([Cl:64])[CH:61]=[CH:60][C:59]=1[CH2:65][NH:66][C:14]([CH:13]1[CH2:12][N:11]([C:17]2[CH:18]=[N:19][C:20]([O:23][CH3:24])=[CH:21][CH:22]=2)[C:10](=[O:25])[N:9]1[CH3:8])=[O:16]. The catalyst class is: 4. (3) Reactant: Cl.O[CH2:3][C:4]1[N:9]=[CH:8][C:7]([OH:10])=[CH:6][CH:5]=1.CCN(C(C)C)C(C)C.[O:20](C(OC(C)(C)C)=O)[C:21]([O:23][C:24]([CH3:27])([CH3:26])[CH3:25])=O. Product: [C:24]([O:23][C:21]([N:9]1[CH2:8][CH:7]([OH:10])[CH2:6][CH2:5][CH:4]1[CH3:3])=[O:20])([CH3:27])([CH3:26])[CH3:25]. The catalyst class is: 3.